This data is from Catalyst prediction with 721,799 reactions and 888 catalyst types from USPTO. The task is: Predict which catalyst facilitates the given reaction. (1) Reactant: Cl.[NH2:2][OH:3].[OH-].[Na+].[C:6](#[N:23])[CH2:7][CH2:8][CH2:9][CH2:10][CH2:11][CH2:12][CH2:13][CH2:14][CH2:15][CH2:16][CH2:17][CH2:18][CH2:19][CH2:20][CH2:21][CH3:22]. Product: [OH:3][N:2]=[C:6]([NH2:23])[CH2:7][CH2:8][CH2:9][CH2:10][CH2:11][CH2:12][CH2:13][CH2:14][CH2:15][CH2:16][CH2:17][CH2:18][CH2:19][CH2:20][CH2:21][CH3:22]. The catalyst class is: 8. (2) Reactant: [O:1]=[C:2]1[N:7]([C:8]2[CH:13]=[CH:12][CH:11]=[CH:10][CH:9]=2)[N:6]=[C:5]([C:14](OC)=[O:15])[C:4]([S:18][C:19]2[CH:24]=[CH:23][CH:22]=[CH:21][CH:20]=2)=[CH:3]1.O.[NH2:26][NH2:27]. Product: [O:1]=[C:2]1[N:7]([C:8]2[CH:13]=[CH:12][CH:11]=[CH:10][CH:9]=2)[N:6]=[C:5]([C:14]([NH:26][NH2:27])=[O:15])[C:4]([S:18][C:19]2[CH:24]=[CH:23][CH:22]=[CH:21][CH:20]=2)=[CH:3]1. The catalyst class is: 14. (3) Reactant: [F:1][C:2]1[CH:3]=[C:4]2[C:8](=[CH:9][CH:10]=1)[NH:7][C:6]([C:11]([OH:13])=O)=[CH:5]2.Cl.[CH3:15][O:16][C:17](=[O:29])[CH2:18][C@@H:19]1[C:27]2[C:22](=[CH:23][CH:24]=[CH:25][CH:26]=2)[CH2:21][C@H:20]1[NH2:28].CCN(C(C)C)C(C)C.C1C=CC2N(O)N=NC=2C=1.CCN=C=NCCCN(C)C. Product: [F:1][C:2]1[CH:3]=[C:4]2[C:8](=[CH:9][CH:10]=1)[NH:7][C:6]([C:11]([NH:28][C@@H:20]1[CH2:21][C:22]3[C:27](=[CH:26][CH:25]=[CH:24][CH:23]=3)[C@H:19]1[CH2:18][C:17]([O:16][CH3:15])=[O:29])=[O:13])=[CH:5]2. The catalyst class is: 44. (4) Reactant: C[O:2][C:3]1[N:8]=[C:7]([O:9]C)[C:6]([C:11]2[S:12][CH:13]=[CH:14][N:15]=2)=[CH:5][N:4]=1.[ClH:16]. Product: [ClH:16].[S:12]1[CH:13]=[CH:14][N:15]=[C:11]1[C:6]1[C:7](=[O:9])[NH:8][C:3](=[O:2])[NH:4][CH:5]=1. The catalyst class is: 12. (5) Product: [OH:10][CH2:9][CH2:8][C:4]1[CH:3]=[C:2]([NH:1][C:18]([C:14]2[S:13][C:12]([CH3:11])=[N:16][C:15]=2[CH3:17])=[O:19])[CH:7]=[CH:6][CH:5]=1. Reactant: [NH2:1][C:2]1[CH:3]=[C:4]([CH2:8][CH2:9][OH:10])[CH:5]=[CH:6][CH:7]=1.[CH3:11][C:12]1[S:13][C:14]([C:18](O)=[O:19])=[C:15]([CH3:17])[N:16]=1.Cl.CN(C)CCCN=C=NCC.ON1C2C=CC=CC=2N=N1. The catalyst class is: 3.